From a dataset of Full USPTO retrosynthesis dataset with 1.9M reactions from patents (1976-2016). Predict the reactants needed to synthesize the given product. (1) The reactants are: [NH:1]1[CH2:5][CH2:4][C@@H:3]([N:6]2[CH2:11][CH2:10][CH2:9][CH2:8][CH2:7]2)[CH2:2]1.[Cl:12][C:13]1[S:14][C:15]2[CH:21]=[C:20]([O:22][CH3:23])[CH:19]=[CH:18][C:16]=2[N:17]=1.C(N(CC)CC)C. Given the product [ClH:12].[ClH:12].[CH3:23][O:22][C:20]1[CH:19]=[CH:18][C:16]2[N:17]=[C:13]([N:1]3[CH2:5][CH2:4][C@@H:3]([N:6]4[CH2:7][CH2:8][CH2:9][CH2:10][CH2:11]4)[CH2:2]3)[S:14][C:15]=2[CH:21]=1, predict the reactants needed to synthesize it. (2) Given the product [CH3:29][N:1]1[C:5]2[CH:6]=[CH:7][CH:8]=[CH:9][C:4]=2[N:3]=[C:2]1[O:10][C:11]1[CH:16]=[CH:15][C:14]([C:17]2[C:18]3[N:28]=[CH:27][CH:26]=[CH:25][C:19]=3[N:20]3[C:24]=2[CH2:23][CH2:22][CH2:21]3)=[CH:13][CH:12]=1, predict the reactants needed to synthesize it. The reactants are: [NH:1]1[C:5]2[CH:6]=[CH:7][CH:8]=[CH:9][C:4]=2[N:3]=[C:2]1[O:10][C:11]1[CH:16]=[CH:15][C:14]([C:17]2[C:18]3[N:28]=[CH:27][CH:26]=[CH:25][C:19]=3[N:20]3[C:24]=2[CH2:23][CH2:22][CH2:21]3)=[CH:13][CH:12]=1.[C:29]([O-])([O-])=O.[K+].[K+].CI.C([O-])(O)=O.[Na+]. (3) Given the product [OH:36][C:28]1[C:27]([C:13]2[C:11]3[O:12][C:7]([N:4]4[CH2:5][CH2:6][O:1][CH2:2][CH2:3]4)=[CH:8][C:9](=[O:19])[C:10]=3[S:15][CH:14]=2)=[CH:31][S:30][C:29]=1[C:32]([O:34][CH3:35])=[O:33], predict the reactants needed to synthesize it. The reactants are: [O:1]1[CH2:6][CH2:5][N:4]([C:7]2[O:12][C:11]3[C:13](B(O)O)=[CH:14][S:15][C:10]=3[C:9](=[O:19])[CH:8]=2)[CH2:3][CH2:2]1.C(=O)([O-])[O-].[Cs+].[Cs+].Br[C:27]1[C:28]([OH:36])=[C:29]([C:32]([O:34][CH3:35])=[O:33])[S:30][CH:31]=1.